From a dataset of Peptide-MHC class II binding affinity with 134,281 pairs from IEDB. Regression. Given a peptide amino acid sequence and an MHC pseudo amino acid sequence, predict their binding affinity value. This is MHC class II binding data. (1) The peptide sequence is AAHRARANESATILM. The MHC is DRB1_0404 with pseudo-sequence DRB1_0404. The binding affinity (normalized) is 0. (2) The peptide sequence is YGGSWKLEGRWDGEE. The MHC is HLA-DQA10501-DQB10402 with pseudo-sequence YNYHQRXFATVLHSLFFGGTYYDIEDSTVHLETT. The binding affinity (normalized) is 0.255. (3) The peptide sequence is NRIMADGGSIQNTNL. The MHC is DRB1_0701 with pseudo-sequence DRB1_0701. The binding affinity (normalized) is 0.181. (4) The binding affinity (normalized) is 0.846. The peptide sequence is YEKFLANVSTVLTGK. The MHC is DRB1_1602 with pseudo-sequence DRB1_1602. (5) The peptide sequence is INEPTAAAIALGLDR. The MHC is HLA-DQA10401-DQB10402 with pseudo-sequence HLA-DQA10401-DQB10402. The binding affinity (normalized) is 0.455. (6) The peptide sequence is GSDPKKLVLDIKYTR. The MHC is HLA-DQA10102-DQB10602 with pseudo-sequence HLA-DQA10102-DQB10602. The binding affinity (normalized) is 0. (7) The peptide sequence is YDKFDANVSTVLTGK. The MHC is DRB1_0101 with pseudo-sequence DRB1_0101. The binding affinity (normalized) is 0.584. (8) The peptide sequence is AYGIPKVPPGPNITA. The MHC is DRB1_1602 with pseudo-sequence DRB1_1602. The binding affinity (normalized) is 0.145. (9) The peptide sequence is NIVNMLHGVRDGLVR. The MHC is DRB1_1501 with pseudo-sequence DRB1_1501. The binding affinity (normalized) is 0.337. (10) The MHC is HLA-DQA10102-DQB10602 with pseudo-sequence HLA-DQA10102-DQB10602. The peptide sequence is AGCQTYKWETFLTSE. The binding affinity (normalized) is 0.117.